This data is from Forward reaction prediction with 1.9M reactions from USPTO patents (1976-2016). The task is: Predict the product of the given reaction. (1) Given the reactants [NH2:1][C@@:2]1([CH2:18][OH:19])[C:15]2[CH:14]=[C:13]([Br:16])[CH:12]=[CH:11][C:10]=2[O:9][C:8]2[C:3]1=[CH:4][C:5]([I:17])=[CH:6][CH:7]=2.Cl[CH2:21][C:22](Cl)=[O:23].CC(C)([O-])C.[K+], predict the reaction product. The product is: [Br:16][C:13]1[CH:12]=[CH:11][C:10]2[O:9][C:8]3[C:3](=[CH:4][C:5]([I:17])=[CH:6][CH:7]=3)[C@:2]3([CH2:18][O:19][CH2:21][C:22](=[O:23])[NH:1]3)[C:15]=2[CH:14]=1. (2) Given the reactants [CH3:1][N:2]([CH3:32])[C:3]([C:5]1[N:26]([CH:27]2[CH2:31][CH2:30][CH2:29][CH2:28]2)[C:8]2[N:9]=[C:10]([NH:13][C:14]3[CH:19]=[CH:18][C:17]([N:20]4[CH2:25][CH2:24][NH:23][CH2:22][CH2:21]4)=[CH:16][N:15]=3)[N:11]=[CH:12][C:7]=2[CH:6]=1)=[O:4].Br[CH2:34][C:35]([NH2:37])=[O:36], predict the reaction product. The product is: [CH3:1][N:2]([CH3:32])[C:3]([C:5]1[N:26]([CH:27]2[CH2:31][CH2:30][CH2:29][CH2:28]2)[C:8]2[N:9]=[C:10]([NH:13][C:14]3[CH:19]=[CH:18][C:17]([N:20]4[CH2:21][CH2:22][N:23]([CH2:34][C:35](=[O:36])[NH2:37])[CH2:24][CH2:25]4)=[CH:16][N:15]=3)[N:11]=[CH:12][C:7]=2[CH:6]=1)=[O:4]. (3) Given the reactants I[C:2]1[CH:8]=[C:7]([CH3:9])[CH:6]=[CH:5][C:3]=1[NH2:4].Cl.[N:11]12[CH2:18][CH2:17][CH:14]([CH2:15][CH2:16]1)[C:13](=O)[CH2:12]2.N12CCN(CC1)CC2.S([O-])([O-])(=O)=O.[Mg+2], predict the reaction product. The product is: [CH3:9][C:7]1[CH:6]=[CH:5][C:3]2[NH:4][C:13]3[CH:14]4[CH2:17][CH2:18][N:11]([C:12]=3[C:2]=2[CH:8]=1)[CH2:16][CH2:15]4.